From a dataset of Full USPTO retrosynthesis dataset with 1.9M reactions from patents (1976-2016). Predict the reactants needed to synthesize the given product. The reactants are: [C:1]([O:5][C:6](=[O:23])[NH:7][C:8]1[S:9][CH:10]=[C:11]([CH2:13][S:14][C:15]2[CH:20]=[CH:19][C:18]([Cl:21])=[CH:17][C:16]=2[NH2:22])[N:12]=1)([CH3:4])([CH3:3])[CH3:2].[O:24]1[C:28]2[CH:29]=[CH:30][CH:31]=[CH:32][C:27]=2[CH:26]=[C:25]1[S:33](Cl)(=[O:35])=[O:34]. Given the product [C:1]([O:5][C:6](=[O:23])[NH:7][C:8]1[S:9][CH:10]=[C:11]([CH2:13][S:14][C:15]2[CH:20]=[CH:19][C:18]([Cl:21])=[CH:17][C:16]=2[NH:22][S:33]([C:25]2[O:24][C:28]3[CH:29]=[CH:30][CH:31]=[CH:32][C:27]=3[CH:26]=2)(=[O:34])=[O:35])[N:12]=1)([CH3:4])([CH3:2])[CH3:3], predict the reactants needed to synthesize it.